From a dataset of Experimentally validated miRNA-target interactions with 360,000+ pairs, plus equal number of negative samples. Binary Classification. Given a miRNA mature sequence and a target amino acid sequence, predict their likelihood of interaction. (1) The miRNA is rno-let-7g-5p with sequence UGAGGUAGUAGUUUGUACAGUU. The protein sequence of the target gene is MAAPVRRTLLGVAGGWRRFERLWAGSLSSRSLALAAAPSSNGSPWRLLGALCLQRPPVVSKPLTPLQEEMASLLQQIEIERSLYSDHELRALDENQRLAKKKADLHDEEDEQDILLAQDLEDMWEQKFLQFKLGARITEADEKNDRTSLNRKLDRNLVLLVREKFGDQDVWILPQAEWQPGETLRGTAERTLATLSENNMEAKFLGNAPCGHYTFKFPQAMRTESNLGAKVFFFKALLLTGDFSQAGNKGHHVWVTKDELGDYLKPKYLAQVRRFVSDL. Result: 0 (no interaction). (2) Result: 0 (no interaction). The protein sequence of the target gene is MTTYLEFIQQNEERDGVRFSWNVWPSSRLEATRMVVPVAALFTPLKERPDLPPIQYEPVLCSRTTCRAVLNPLCQVDYRAKLWACNFCYQRNQFPPSYAGISELNQPAELLPQFSSIEYVVLRGPQMPLIFLYVVDTCMEDEDLQALKESMQMSLSLLPPTALVGLITFGRMVQVHELGCEGISKSYVFRGTKDLSAKQLQEMLGLSKVPLTQATRGPQVQQPPPSNRFLQPVQKIDMNLTDLLGELQRDPWPVPQGKRPLRSSGVALSIAVGLLECTFPNTGARIMMFIGGPATQGPGM.... The miRNA is ath-miR173-5p with sequence UUCGCUUGCAGAGAGAAAUCAC. (3) The miRNA is hsa-miR-136-3p with sequence CAUCAUCGUCUCAAAUGAGUCU. The protein sequence of the target gene is MNLTRAGARLQVLLGHLGRPSAPTIVAQPVSGLASPASFQPEQFQYTLDNNVLTLEQRKFYEENGFLVIKNLVSDDDIQRFRAEFERICREEVKPPGIVIMRDVALAKQDYMPSDRMVSKIQDFQEDEELFRYCLLPEILKYVECFTGPNIMALHGMLINKPPDVGKKTSRHPLHQDLHYFPFRPSNLIVCAWTAMEHIDRNNGCLVVLPGTHKGTLKPHDYPKWEGGVNKMYHGIQDYDPNSPRVHLVMEKGDTVFFHPLLIHGSGRNKTQGFRKAISCHFGSSDCQCIDVSGTSQENI.... Result: 0 (no interaction). (4) The miRNA is hsa-miR-3646 with sequence AAAAUGAAAUGAGCCCAGCCCA. The protein sequence of the target gene is MSGCRVFIGRLNPAAREKDVERFFKGYGRIRDIDLKRGFGFVEFEDPRDADDAVYELDGKELCSERVTIEHARARSRGGRGRGRYSDRFSSRRPRNDRRNAPPVRTENRLIVENLSSRVSWQDLKDFMRQAGEVTFADAHRPKLNEGVVEFASYGDLKNAIEKLSGKEINGRKIKLIEGSKRHSRSRSRSRSRTRSSSRSRSRSRSRSRKSYSRSRSRSRSRSRSKSRSVSRSPVPEKSQKRGSSSRSKSPASVDRQRSRSRSRSRSVDSGN. Result: 0 (no interaction). (5) The miRNA is hsa-miR-7158-5p with sequence GGCUCAAUCUCUGGUCCUGCAGCC. The protein sequence of the target gene is MAENVVEPGPPSAKRPKLSSPALSASASDGTDFGSLFDLEHDLPDELINSTELGLTNGGDISQLQTSLGIVQDAASKHKQLSELLRSGSSPNLNMGVGGPGQAMASQAQQNSPGLSLINSMVKSPMAQTGLTSPNMGIGSSGPNQGPTQSPAGMMNSPVNQPAMGMNTGMNAGMNPGMLAAGNGQGIMPNQVMNGSIGAGRGRPNMQYPNAGMGNAGSLLTEPLQQGSPQMGGQPGLRGPQPLKMGMMNNPSPYGSPYTQNSGQQIGASGLGLQIQTKTVLPNNLSPFAMDKKAVPGGGM.... Result: 0 (no interaction). (6) The miRNA is hsa-let-7i-5p with sequence UGAGGUAGUAGUUUGUGCUGUU. The protein sequence of the target gene is MNWNKGGPGTKRGFGFGGFAISAGKKEEPKLPQQSHSAFGATSSSSGFGKSAPPQLPSFYKIGSKRANFDEENAYFEDEEEDSSNVDLPYIPAENSPTRQQFHSKPVDSDSDDDPLEAFMAEVEDQAARDMKRLEEKDKERKNVKGIRDDIEEEDDQEAYFRYMAENPTAGVVQEEEEDNLEYDSDGNPIAPTKKIIDPLPPIDHSEIDYPPFEKNFYNEHEEITNLTPQQLIDLRHKLNLRVSGAAPPRPGSSFAHFGFDEQLMHQIRKSEYTQPTPIQCQGVPVALSGRDMIGIAKTG.... Result: 0 (no interaction).